The task is: Predict the product of the given reaction.. This data is from Forward reaction prediction with 1.9M reactions from USPTO patents (1976-2016). (1) The product is: [ClH:38].[Cl:38][C:39]1[CH:40]=[C:41]2[C:45](=[CH:46][CH:47]=1)[NH:44][C:43]([C:48]([NH:50][C@@H:51]1[CH2:54][CH2:53][C@@H:52]1[NH:55][C:11]([C:9]1[S:10][C:4]3[CH2:3][N:2]([CH3:1])[CH2:7][CH2:6][C:5]=3[N:8]=1)=[O:13])=[O:49])=[CH:42]2. Given the reactants [CH3:1][N:2]1[CH2:7][CH2:6][C:5]2[N:8]=[C:9]([C:11]([O-:13])=O)[S:10][C:4]=2[CH2:3]1.[Li+].Cl.CN(C)CCCN=C=NCC.O.ON1C2C=CC=CC=2N=N1.[Cl:38][C:39]1[CH:40]=[C:41]2[C:45](=[CH:46][CH:47]=1)[NH:44][C:43]([C:48]([NH:50][C@@H:51]1[CH2:54][CH2:53][C@@H:52]1[NH2:55])=[O:49])=[CH:42]2, predict the reaction product. (2) Given the reactants O.[NH2:2][NH2:3].[Cl:4][C:5]1[C:10]([CH:11]=O)=[C:9](Cl)[N:8]=[CH:7][N:6]=1.[N+](C)([O-])=O.C(=O)=O.C(N(CC)CC)C, predict the reaction product. The product is: [Cl:4][C:5]1[N:6]=[CH:7][N:8]=[C:9]2[NH:2][N:3]=[CH:11][C:10]=12. (3) Given the reactants C[C:2]1[C:7]([CH:8]=[O:9])=[CH:6][CH:5]=[C:4]([OH:10])[N:3]=1.C(=O)([O-])[O-].[Cs+].[Cs+].Br[CH2:18][C:19]1[CH:34]=[CH:33][C:22]([O:23][CH2:24][C:25]([C:27]2[CH:32]=[CH:31][CH:30]=[CH:29][CH:28]=2)=[O:26])=[CH:21][CH:20]=1, predict the reaction product. The product is: [O:26]=[C:25]([C:27]1[CH:32]=[CH:31][CH:30]=[CH:29][CH:28]=1)[CH2:24][O:23][C:22]1[CH:33]=[CH:34][C:19]([CH2:18][O:10][C:4]2[N:3]=[CH:2][C:7]([CH:8]=[O:9])=[CH:6][CH:5]=2)=[CH:20][CH:21]=1. (4) Given the reactants [CH3:1]C(C)([O-])C.[K+].[Br:7][C:8]1[N:9]=[N:10][C:11]2[C:16]([C:17]=1[OH:18])=[CH:15][CH:14]=[CH:13][CH:12]=2.CI, predict the reaction product. The product is: [Br:7][C:8]1[C:17](=[O:18])[C:16]2[C:11](=[CH:12][CH:13]=[CH:14][CH:15]=2)[N:10]([CH3:1])[N:9]=1. (5) Given the reactants Br[C:2]1[C:8]([F:9])=[CH:7][C:5]([NH2:6])=[CH:4][C:3]=1[Cl:10].[Cu][C:12]#[N:13].CN1C(=O)CCC1.N, predict the reaction product. The product is: [NH2:6][C:5]1[CH:7]=[C:8]([F:9])[C:2]([C:12]#[N:13])=[C:3]([Cl:10])[CH:4]=1. (6) Given the reactants [Br:1][C:2]1[C:3]([Cl:11])=[N:4][CH:5]=[C:6]([CH:10]=1)[C:7]([OH:9])=O.[F:12][C:13]([F:26])([O:18][C:19]1[CH:25]=[CH:24][C:22]([NH2:23])=[CH:21][CH:20]=1)[C:14]([F:17])([F:16])[F:15], predict the reaction product. The product is: [Br:1][C:2]1[C:3]([Cl:11])=[N:4][CH:5]=[C:6]([CH:10]=1)[C:7]([NH:23][C:22]1[CH:21]=[CH:20][C:19]([O:18][C:13]([F:12])([F:26])[C:14]([F:15])([F:16])[F:17])=[CH:25][CH:24]=1)=[O:9]. (7) Given the reactants [N+:1]([C:4]1[CH:5]=[CH:6][C:7]([N:10]2[CH2:15][CH2:14][C:13](=[O:16])[CH2:12][CH2:11]2)=[N:8][CH:9]=1)([O-])=O.C(O)(=O)C, predict the reaction product. The product is: [NH2:1][C:4]1[CH:5]=[CH:6][C:7]([N:10]2[CH2:15][CH2:14][C:13](=[O:16])[CH2:12][CH2:11]2)=[N:8][CH:9]=1. (8) The product is: [Cl:1][C:2]1[CH:13]=[C:12]([C:14]2[C:15]([CH3:20])=[N:16][O:17][C:18]=2[CH3:19])[CH:11]=[C:10]([NH2:23])[C:3]=1[NH:4][CH2:5][C:6]([F:8])([F:9])[F:7]. Given the reactants [Cl:1][C:2]1[CH:13]=[C:12]([C:14]2[C:15]([CH3:20])=[N:16][O:17][C:18]=2[CH3:19])[CH:11]=[CH:10][C:3]=1[NH:4][CH2:5][C:6]([F:9])([F:8])[F:7].C(#[N:23])C.F[B-](F)(F)F.O=[N+]=O, predict the reaction product.